From a dataset of Reaction yield outcomes from USPTO patents with 853,638 reactions. Predict the reaction yield, written as a fraction of the theoretical maximum amount of product (1.0 means a 100% yield; for example, 0.34 means a 34% yield). The reactants are [H-].[H-].[H-].[H-].[Li+].[Al+3].[CH:7]1([O:13][C:14]2[CH:22]=[CH:21][C:17]([C:18]([O-])=[O:19])=[CH:16][CH:15]=2)[CH2:12][CH2:11][CH2:10][CH2:9][CH2:8]1.O.[OH-].[K+]. The catalyst is C1COCC1. The product is [CH:7]1([O:13][C:14]2[CH:15]=[CH:16][C:17]([CH2:18][OH:19])=[CH:21][CH:22]=2)[CH2:12][CH2:11][CH2:10][CH2:9][CH2:8]1. The yield is 0.590.